This data is from Reaction yield outcomes from USPTO patents with 853,638 reactions. The task is: Predict the reaction yield, written as a fraction of the theoretical maximum amount of product (1.0 means a 100% yield; for example, 0.34 means a 34% yield). (1) The reactants are B(O)(O)B(O)O.Br[C:8]1[CH:33]=[CH:32][C:11]2[N:12]=[C:13]([C:15]3[N:19]([CH2:20][O:21][CH2:22][CH2:23][Si:24]([CH3:27])([CH3:26])[CH3:25])[C:18]4[CH:28]=[CH:29][CH:30]=[CH:31][C:17]=4[N:16]=3)[O:14][C:10]=2[CH:9]=1.C(=O)([O-])[O-].[K+].[K+].Br[C:41]1[CH:42]=[C:43]([NH2:47])[CH:44]=[N:45][CH:46]=1. The catalyst is C(O)C.ClCCl.C1(P(C2CCCCC2)C2C=CC=CC=2C2C(C(C)C)=CC(C(C)C)=CC=2C(C)C)CCCCC1.NC1C=CC=CC=1C1C=CC=CC=1[Pd]Cl.C1(P(C2CCCCC2)C2C=CC=CC=2C2C(C(C)C)=CC(C(C)C)=CC=2C(C)C)CCCCC1. The product is [CH3:26][Si:24]([CH3:27])([CH3:25])[CH2:23][CH2:22][O:21][CH2:20][N:19]1[C:18]2[CH:28]=[CH:29][CH:30]=[CH:31][C:17]=2[N:16]=[C:15]1[C:13]1[O:14][C:10]2[CH:9]=[C:8]([C:41]3[CH:42]=[C:43]([NH2:47])[CH:44]=[N:45][CH:46]=3)[CH:33]=[CH:32][C:11]=2[N:12]=1. The yield is 0.800. (2) The reactants are [O:1]=[C:2]1[CH:6]=[C:5]([C@H:7]2[CH2:12][CH2:11][N:10](C(OC)=O)[C@@H:9]([CH2:17][C:18]3[CH:23]=[C:22]([F:24])[C:21]([F:25])=[C:20]([F:26])[CH:19]=3)[CH2:8]2)[O:4][NH:3]1.Br. No catalyst specified. The product is [F:26][C:20]1[CH:19]=[C:18]([CH:23]=[C:22]([F:24])[C:21]=1[F:25])[CH2:17][C@H:9]1[CH2:8][C@@H:7]([C:5]2[O:4][NH:3][C:2](=[O:1])[CH:6]=2)[CH2:12][CH2:11][NH:10]1. The yield is 0.660. (3) The reactants are CC(OI1(OC(C)=O)(OC(C)=O)OC(=O)C2C=CC=CC1=2)=O.[CH:23]1([CH:26]([C:28]2[C:33]3[N:34]4[CH2:40][CH2:39][CH2:38][N:37]([C:41]5[CH:46]=[CH:45][C:44]([Cl:47])=[CH:43][C:42]=5[Cl:48])[C:35]4=[N:36][C:32]=3[CH:31]=[CH:30][CH:29]=2)[OH:27])[CH2:25][CH2:24]1. The catalyst is ClCCl.C(=O)([O-])O.[Na+]. The product is [CH:23]1([C:26]([C:28]2[C:33]3[N:34]4[CH2:40][CH2:39][CH2:38][N:37]([C:41]5[CH:46]=[CH:45][C:44]([Cl:47])=[CH:43][C:42]=5[Cl:48])[C:35]4=[N:36][C:32]=3[CH:31]=[CH:30][CH:29]=2)=[O:27])[CH2:25][CH2:24]1. The yield is 0.300. (4) The reactants are [NH2:1][C:2]1[CH:7]=[CH:6][N:5]=[CH:4][CH:3]=1.P(=O)(O)(O)O.[N+]([O-])(O)=O.[N:17]([O-])=O.[Na+].[CH3:21][C:22](=[O:27])[CH2:23][C:24](=[O:26])[CH3:25].C([O-])(=O)C.[K+].C([O-])([O-])=O.[Na+].[Na+]. The catalyst is C(O)C. The product is [N:5]1[CH:6]=[CH:7][C:2]([NH:1][N:17]=[C:23]([C:22](=[O:27])[CH3:21])[C:24](=[O:26])[CH3:25])=[CH:3][CH:4]=1. The yield is 0.140. (5) The reactants are [F:1][C:2]([F:7])([F:6])[C:3]([OH:5])=[O:4].C(OC([N:15]1[CH2:24][CH2:23][C:22]2[N:21]=[CH:20][C:19]([N+:25]([O-:27])=[O:26])=[CH:18][C:17]=2[CH2:16]1)=O)(C)(C)C. The catalyst is C(Cl)Cl. The product is [F:1][C:2]([F:7])([F:6])[C:3]([O-:5])=[O:4].[N+:25]([C:19]1[CH:20]=[N:21][C:22]2[CH2:23][CH2:24][NH2+:15][CH2:16][C:17]=2[CH:18]=1)([O-:27])=[O:26]. The yield is 0.640. (6) The catalyst is CO.[Ni]. The yield is 0.320. The product is [C:1]([O:5][C:6]1[CH:14]=[C:13]2[C:9]([CH:10]=[C:11]([C:15]([CH3:18])([CH3:17])[CH3:16])[NH:12]2)=[CH:8][C:7]=1[NH2:19])([CH3:4])([CH3:3])[CH3:2]. The reactants are [C:1]([O:5][C:6]1[CH:14]=[C:13]2[C:9]([CH:10]=[C:11]([C:15]([CH3:18])([CH3:17])[CH3:16])[NH:12]2)=[CH:8][C:7]=1[N+:19]([O-])=O)([CH3:4])([CH3:3])[CH3:2]. (7) The reactants are [O:1]=[C:2]1[CH:7]([C:8](=O)[C:9]([F:12])([F:11])[F:10])[CH2:6][CH2:5][N:4]([C:14]([O:16][C:17]([CH3:20])([CH3:19])[CH3:18])=[O:15])[CH2:3]1.O.[NH2:22][NH2:23]. The catalyst is C(O)C. The product is [OH:1][C:2]12[NH:23][N:22]=[C:8]([C:9]([F:12])([F:11])[F:10])[CH:7]1[CH2:6][CH2:5][N:4]([C:14]([O:16][C:17]([CH3:20])([CH3:19])[CH3:18])=[O:15])[CH2:3]2. The yield is -0.470. (8) The reactants are [Cl:1][C:2]1[CH:19]=[CH:18][C:5]([O:6][CH2:7][C:8]2[CH:13]=[CH:12][N:11]=[C:10](S(C)(=O)=O)[N:9]=2)=[CH:4][CH:3]=1.[OH-:20].[Na+].Cl. The catalyst is C1COCC1. The product is [Cl:1][C:2]1[CH:19]=[CH:18][C:5]([O:6][CH2:7][C:8]2[CH:13]=[CH:12][NH:11][C:10](=[O:20])[N:9]=2)=[CH:4][CH:3]=1. The yield is 0.540.